From a dataset of Catalyst prediction with 721,799 reactions and 888 catalyst types from USPTO. Predict which catalyst facilitates the given reaction. (1) Reactant: [F:1][CH:2]([F:29])[O:3][C:4]1[CH:9]=[CH:8][C:7]([C:10]2[O:11][CH:12]=[C:13]([CH2:15][CH2:16][C:17]([C:19]3[CH:24]=[CH:23][CH:22]=[CH:21][C:20]=3[O:25][CH2:26][CH3:27])=[O:18])[N:14]=2)=[CH:6][C:5]=1[OH:28].Br[CH:31]([CH3:33])[CH3:32].C(=O)([O-])[O-].[K+].[K+].O. Product: [F:29][CH:2]([F:1])[O:3][C:4]1[CH:9]=[CH:8][C:7]([C:10]2[O:11][CH:12]=[C:13]([CH2:15][CH2:16][C:17]([C:19]3[CH:24]=[CH:23][CH:22]=[CH:21][C:20]=3[O:25][CH2:26][CH3:27])=[O:18])[N:14]=2)=[CH:6][C:5]=1[O:28][CH:31]([CH3:33])[CH3:32]. The catalyst class is: 42. (2) Reactant: [Br:1][CH2:2][C:3]1[C:8]2[S:9][C:10]3[C:15]([CH2:16]Br)=[CH:14][CH:13]=[CH:12][C:11]=3[C:7]=2[CH:6]=[CH:5][CH:4]=1.[NH2:18][C:19]([NH2:21])=[S:20]. Product: [BrH:1].[BrH:1].[C:19]([S:20][CH2:2][C:3]1[C:8]2[S:9][C:10]3[C:15]([CH2:16][S:20][C:19](=[NH:18])[NH2:21])=[CH:14][CH:13]=[CH:12][C:11]=3[C:7]=2[CH:6]=[CH:5][CH:4]=1)(=[NH:21])[NH2:18]. The catalyst class is: 8.